This data is from Reaction yield outcomes from USPTO patents with 853,638 reactions. The task is: Predict the reaction yield, written as a fraction of the theoretical maximum amount of product (1.0 means a 100% yield; for example, 0.34 means a 34% yield). (1) The reactants are [C:1]([OH:6])(=[O:5])/[CH:2]=[CH:3]/[CH3:4].[CH3:7][CH:8](O)[CH3:9].S(=O)(=O)(O)O. No catalyst specified. The product is [CH:8]([O:5][C:1](=[O:6])/[CH:2]=[CH:3]/[CH3:4])([CH3:9])[CH3:7]. The yield is 0.763. (2) The reactants are [C:1]1([C:7]2[N:8]=[N:9][NH:10][N:11]=2)[CH:6]=[CH:5][CH:4]=[CH:3][CH:2]=1.Br[CH2:13][C:14](=[CH2:18])[C:15](O)=[O:16].C(N(CC)CC)C.[NH:26]1[CH2:31][CH2:30][CH2:29][CH2:28][CH2:27]1.C(P1(=O)OP(CCC)(=O)OP(CCC)(=O)O1)CC. The catalyst is CN(C=O)C.O. The product is [C:1]1([C:7]2[N:8]=[N:9][N:10]([CH2:13][C:14](=[CH2:18])[C:15]([N:26]3[CH2:31][CH2:30][CH2:29][CH2:28][CH2:27]3)=[O:16])[N:11]=2)[CH:2]=[CH:3][CH:4]=[CH:5][CH:6]=1. The yield is 0.450. (3) The reactants are CN(C=O)C.C(Cl)(=O)C(Cl)=O.[CH2:12]([O:19][CH2:20][C@@H:21]([O:33][C:34]1[C:35]([F:44])=[C:36]([C:40]([F:43])=[CH:41][CH:42]=1)[C:37]([NH2:39])=O)[C:22]([NH:24][C:25]1[C:26]([Cl:32])=[N:27][CH:28]=[C:29]([Cl:31])[CH:30]=1)=[O:23])[C:13]1[CH:18]=[CH:17][CH:16]=[CH:15][CH:14]=1.O. The catalyst is C(#N)C. The product is [CH2:12]([O:19][CH2:20][C@@H:21]([O:33][C:34]1[CH:42]=[CH:41][C:40]([F:43])=[C:36]([C:37]#[N:39])[C:35]=1[F:44])[C:22]([NH:24][C:25]1[C:26]([Cl:32])=[N:27][CH:28]=[C:29]([Cl:31])[CH:30]=1)=[O:23])[C:13]1[CH:14]=[CH:15][CH:16]=[CH:17][CH:18]=1. The yield is 0.830.